From a dataset of Full USPTO retrosynthesis dataset with 1.9M reactions from patents (1976-2016). Predict the reactants needed to synthesize the given product. Given the product [F:21][C:2]([F:20])([F:1])[C:3]1[CH:8]=[C:7]([Cl:9])[CH:6]=[CH:5][C:4]=1[C:10]1[CH:15]=[CH:14][N:13]=[C:12]([C:16]2[NH:18][O:19][C:22](=[O:23])[N:17]=2)[CH:11]=1, predict the reactants needed to synthesize it. The reactants are: [F:1][C:2]([F:21])([F:20])[C:3]1[CH:8]=[C:7]([Cl:9])[CH:6]=[CH:5][C:4]=1[C:10]1[CH:15]=[CH:14][N:13]=[C:12]([C:16](=[N:18][OH:19])[NH2:17])[CH:11]=1.[C:22](N1C=CN=C1)(N1C=CN=C1)=[O:23].N12CCCN=C1CCCCC2.Cl.